From a dataset of Full USPTO retrosynthesis dataset with 1.9M reactions from patents (1976-2016). Predict the reactants needed to synthesize the given product. (1) Given the product [CH:7]1([C:13]2[CH:14]=[CH:15][C:16]([C:17]([NH:33][C:30]3[CH:31]=[CH:32][C:26]4[O:25][C:24]([N:23]([CH3:22])[CH:34]5[CH2:35][CH2:36][N:37]([CH3:40])[CH2:38][CH2:39]5)=[N:28][C:27]=4[CH:29]=3)=[O:19])=[CH:20][CH:21]=2)[CH2:8][CH2:9][CH2:10][CH2:11][CH2:12]1, predict the reactants needed to synthesize it. The reactants are: C(Cl)(=O)C(Cl)=O.[CH:7]1([C:13]2[CH:21]=[CH:20][C:16]([C:17]([OH:19])=O)=[CH:15][CH:14]=2)[CH2:12][CH2:11][CH2:10][CH2:9][CH2:8]1.[CH3:22][N:23]([CH:34]1[CH2:39][CH2:38][N:37]([CH3:40])[CH2:36][CH2:35]1)[C:24]1[O:25][C:26]2[CH:32]=[CH:31][C:30]([NH2:33])=[CH:29][C:27]=2[N:28]=1.N1C=CC=CC=1. (2) Given the product [Br:1][C:2]1[CH:7]=[CH:6][C:5]([C@@H:8]([NH:10][CH2:18][CH2:17][C:16]([C:23]2[CH:28]=[CH:27][CH:26]=[CH:25][CH:24]=2)([OH:15])[CH2:20][O:21][CH3:22])[CH3:9])=[CH:4][CH:3]=1, predict the reactants needed to synthesize it. The reactants are: [Br:1][C:2]1[CH:7]=[CH:6][C:5]([C@@H:8]([NH2:10])[CH3:9])=[CH:4][CH:3]=1.C(O)(=O)C.[OH:15][C:16]([C:23]1[CH:28]=[CH:27][CH:26]=[CH:25][CH:24]=1)([CH2:20][O:21][CH3:22])[CH2:17][CH:18]=O. (3) Given the product [CH3:1][O:2][C:3](=[O:20])[CH:4]([C:12]1[CH:17]=[CH:16][C:15]([Cl:18])=[C:14]([Cl:19])[CH:13]=1)[CH2:5][CH:6]1[CH2:10][CH2:9][C:8](=[O:11])[CH2:7]1, predict the reactants needed to synthesize it. The reactants are: [CH3:1][O:2][C:3](=[O:20])[CH:4]([C:12]1[CH:17]=[CH:16][C:15]([Cl:18])=[C:14]([Cl:19])[CH:13]=1)[CH2:5][CH:6]1[CH2:10][CH2:9][CH:8]([OH:11])[CH2:7]1.C[N+]1([O-])CCOCC1.C([N+](CCC)(CCC)CCC)CC. (4) The reactants are: [C:1]([O:5][C:6]([N:8]1[CH2:11][CH:10]([CH2:12][O:13][C:14]2[C:22]([CH:23]3[CH2:25][CH2:24]3)=[CH:21][C:17]([C:18](O)=[O:19])=[C:16]([F:26])[CH:15]=2)[CH2:9]1)=[O:7])([CH3:4])([CH3:3])[CH3:2].[CH3:27][S:28]([NH2:31])(=[O:30])=[O:29]. Given the product [CH:23]1([C:22]2[CH:21]=[C:17]([C:18](=[O:19])[NH:31][S:28]([CH3:27])(=[O:30])=[O:29])[C:16]([F:26])=[CH:15][C:14]=2[O:13][CH2:12][CH:10]2[CH2:11][N:8]([C:6]([O:5][C:1]([CH3:4])([CH3:3])[CH3:2])=[O:7])[CH2:9]2)[CH2:25][CH2:24]1, predict the reactants needed to synthesize it. (5) Given the product [CH2:9]([O:8][C:6]([C:4]1[CH:5]=[N:1][N:2]([CH:12]([CH3:20])[C:13]([OH:15])=[O:14])[CH:3]=1)=[O:7])[CH3:10], predict the reactants needed to synthesize it. The reactants are: [NH:1]1[CH:5]=[C:4]([C:6]([O:8][CH2:9][CH3:10])=[O:7])[CH:3]=[N:2]1.Br[CH:12]([CH3:20])[C:13]([O:15]C(C)(C)C)=[O:14].